From a dataset of Reaction yield outcomes from USPTO patents with 853,638 reactions. Predict the reaction yield, written as a fraction of the theoretical maximum amount of product (1.0 means a 100% yield; for example, 0.34 means a 34% yield). (1) The reactants are [C:1]([C:3]1[CH:4]=[C:5]([C:16](=[O:24])[C:17]2[CH:22]=[CH:21][CH:20]=[C:19]([OH:23])[CH:18]=2)[N:6]2[C:15]3[C:10](=[CH:11][CH:12]=[CH:13][CH:14]=3)[CH:9]=[CH:8][C:7]=12)#[N:2].Cl.Cl[CH2:27][CH2:28][N:29]1[CH2:34][CH2:33][O:32][CH2:31][CH2:30]1.C(=O)([O-])[O-].[K+].[K+]. The catalyst is CC(C)=O. The product is [C:1]([C:3]1[CH:4]=[C:5]([C:16](=[O:24])[C:17]2[CH:22]=[CH:21][CH:20]=[C:19]([O:23][CH2:27][CH2:28][N:29]3[CH2:34][CH2:33][O:32][CH2:31][CH2:30]3)[CH:18]=2)[N:6]2[C:15]3[C:10](=[CH:11][CH:12]=[CH:13][CH:14]=3)[CH:9]=[CH:8][C:7]=12)#[N:2]. The yield is 0.370. (2) The reactants are [OH:1][C:2]1[CH:3]=[C:4]([CH:9]=[CH:10][CH:11]=1)[C:5]([O:7][CH3:8])=[O:6].C(=O)([O-])[O-].[K+].[K+].[Br:18][CH2:19][CH2:20]Br. The catalyst is CC(C)=O. The product is [Br:18][CH2:19][CH2:20][O:1][C:2]1[CH:3]=[C:4]([CH:9]=[CH:10][CH:11]=1)[C:5]([O:7][CH3:8])=[O:6]. The yield is 0.530. (3) The product is [N:1]1([C:6]2[CH:11]=[CH:10][C:9]([C:12]3[N:16]([C:17]4[CH:22]=[CH:21][C:20]([C:23](=[O:25])[NH2:24])=[CH:19][C:18]=4[CH3:26])[C:15]([CH2:27][CH2:28][C:29]([OH:31])=[O:30])=[CH:14][CH:13]=3)=[CH:8][CH:7]=2)[CH:5]=[CH:4][N:3]=[CH:2]1. The yield is 0.550. The reactants are [N:1]1([C:6]2[CH:11]=[CH:10][C:9]([C:12]3[N:16]([C:17]4[CH:22]=[CH:21][C:20]([C:23](=[O:25])[NH2:24])=[CH:19][C:18]=4[CH3:26])[C:15]([CH2:27][CH2:28][C:29]([O-:31])=[O:30])=[CH:14][CH:13]=3)=[CH:8][CH:7]=2)[CH:5]=[CH:4][N:3]=[CH:2]1.O[Li].O. The catalyst is C1COCC1.O. (4) The reactants are [Cl:1][C:2]1[CH:7]=[CH:6][N:5]2[N:8]=[C:9]([C:16]3[CH:21]=[CH:20][C:19]([F:22])=[CH:18][CH:17]=3)[C:10]([C:11](=O)[C:12]#[C:13]C)=[C:4]2[CH:3]=1.[N+]([O-])(O)=O.[C:27]1([NH:33][C:34]([NH2:36])=[NH:35])[CH:32]=[CH:31][CH:30]=[CH:29][CH:28]=1.C(=O)([O-])[O-].[K+].[K+]. The catalyst is CN1CCCC1=O. The product is [Cl:1][C:2]1[CH:7]=[CH:6][N:5]2[N:8]=[C:9]([C:16]3[CH:17]=[CH:18][C:19]([F:22])=[CH:20][CH:21]=3)[C:10]([C:11]3[CH:12]=[CH:13][N:36]=[C:34]([NH:33][C:27]4[CH:32]=[CH:31][CH:30]=[CH:29][CH:28]=4)[N:35]=3)=[C:4]2[CH:3]=1. The yield is 0.360. (5) The reactants are Cl[CH2:2][C:3]([NH:5][C:6]1[CH:25]=[CH:24][C:9]2[N:10]=[C:11]([NH:14][C@H:15]3[C:23]4[C:18](=[CH:19][CH:20]=[CH:21][CH:22]=4)[CH2:17][CH2:16]3)[O:12][CH2:13][C:8]=2[CH:7]=1)=[O:4].[NH:26]1[CH2:31][CH2:30][S:29][CH2:28][CH2:27]1. The catalyst is C(#N)C. The product is [C@H:15]1([NH:14][C:11]2[O:12][CH2:13][C:8]3[CH:7]=[C:6]([NH:5][C:3](=[O:4])[CH2:2][N:26]4[CH2:31][CH2:30][S:29][CH2:28][CH2:27]4)[CH:25]=[CH:24][C:9]=3[N:10]=2)[C:23]2[C:18](=[CH:19][CH:20]=[CH:21][CH:22]=2)[CH2:17][CH2:16]1. The yield is 0.760. (6) The product is [CH3:32][N:33]1[CH2:34][CH2:35][N:36]([C:39]2[CH:44]=[CH:43][C:42]([NH:45][CH:2]=[C:3]3[C:11]4[C:6](=[CH:7][C:8]([C:12]([C:14]5[CH:15]=[C:16]([NH:20][C:21]([C:23]6[CH:24]=[N:25][N:26]([CH2:29][CH3:30])[C:27]=6[CH3:28])=[O:22])[CH:17]=[CH:18][CH:19]=5)=[O:13])=[CH:9][CH:10]=4)[NH:5][C:4]3=[O:31])=[CH:41][CH:40]=2)[CH2:37][CH2:38]1. The catalyst is C1COCC1. The yield is 0.160. The reactants are O[CH:2]=[C:3]1[C:11]2[C:6](=[CH:7][C:8]([C:12]([C:14]3[CH:15]=[C:16]([NH:20][C:21]([C:23]4[CH:24]=[N:25][N:26]([CH2:29][CH3:30])[C:27]=4[CH3:28])=[O:22])[CH:17]=[CH:18][CH:19]=3)=[O:13])=[CH:9][CH:10]=2)[NH:5][C:4]1=[O:31].[CH3:32][N:33]1[CH2:38][CH2:37][N:36]([C:39]2[CH:44]=[CH:43][C:42]([NH2:45])=[CH:41][CH:40]=2)[CH2:35][CH2:34]1. (7) The reactants are [CH3:1][O:2][C:3]([C:5]1[CH:10]=[N:9][C:8]([CH:11]=[CH:12]N(C)C)=[CH:7][N:6]=1)=[O:4].Cl.[OH2:17].[Cl-].[Na+]. The catalyst is C1C=CC=CC=1. The product is [CH3:1][O:2][C:3]([C:5]1[CH:10]=[N:9][C:8]([CH2:11][CH:12]=[O:17])=[CH:7][N:6]=1)=[O:4]. The yield is 0.560. (8) The reactants are O[C:2](C(F)(F)F)=O.[CH3:8][C:9]([CH3:36])([CH3:35])[C:10]#[C:11][C:12]1[S:16][C:15]([C:17]([OH:19])=[O:18])=[C:14]([N:20]([C@@H:30]([CH3:34])[CH2:31][CH2:32]O)[C:21]([C@H:23]2[CH2:28][CH2:27][C@H:26]([CH3:29])[CH2:25][CH2:24]2)=[O:22])[CH:13]=1.C1(P(C2C=CC=CC=2)C2C=CC=CC=2)C=CC=CC=1.[C:56]1(=[O:66])[NH:60][C:59](=[O:61])[C:58]2=[CH:62][CH:63]=[CH:64][CH:65]=[C:57]12.CC(OC(/N=N/C(OC(C)C)=O)=O)C. The catalyst is C1COCC1. The product is [CH3:2][O:19][C:17]([C:15]1[S:16][C:12]([C:11]#[C:10][C:9]([CH3:36])([CH3:35])[CH3:8])=[CH:13][C:14]=1[N:20]([C@@H:30]([CH3:34])[CH2:31][CH2:32][N:60]1[C:56](=[O:66])[C:57]2[C:58](=[CH:62][CH:63]=[CH:64][CH:65]=2)[C:59]1=[O:61])[C:21]([C@H:23]1[CH2:24][CH2:25][C@H:26]([CH3:29])[CH2:27][CH2:28]1)=[O:22])=[O:18]. The yield is 0.920. (9) The reactants are [C:1]([C:3]1[CH:10]=[CH:9][C:6]([CH:7]=O)=[CH:5][CH:4]=1)#[N:2].Cl.[NH2:12][C@H:13]([C:16]([OH:18])=[O:17])[CH2:14][SH:15].O.O.O.C([O-])(=O)C.[Na+]. The catalyst is C(O)C.O. The product is [C:1]([C:3]1[CH:10]=[CH:9][C:6]([CH:7]2[NH:12][C@H:13]([C:16]([OH:18])=[O:17])[CH2:14][S:15]2)=[CH:5][CH:4]=1)#[N:2]. The yield is 0.440.